The task is: Predict the product of the given reaction.. This data is from Forward reaction prediction with 1.9M reactions from USPTO patents (1976-2016). (1) Given the reactants CC1C=CC(S(O[CH2:12][CH:13]2[O:18][C:17]3[CH:19]=[C:20]([O:23][S:24]([C:27]([F:30])([F:29])[F:28])(=[O:26])=[O:25])[CH:21]=[CH:22][C:16]=3[O:15][CH2:14]2)(=O)=O)=CC=1.[CH2:31]([NH2:35])[CH2:32][CH2:33][CH3:34], predict the reaction product. The product is: [F:29][C:27]([F:30])([F:28])[S:24]([O:23][C:20]1[CH:21]=[CH:22][C:16]2[O:15][CH2:14][CH:13]([CH2:12][NH:35][CH2:31][CH2:32][CH2:33][CH3:34])[O:18][C:17]=2[CH:19]=1)(=[O:26])=[O:25]. (2) Given the reactants [C:1]([CH2:4][C:5](=[O:7])[CH3:6])(=[O:3])[CH3:2].[OH-].[NH4+].[CH3:10]/[C:11](/[O-:16])=[CH:12]/[C:13]([CH3:15])=[O:14].[Cl-].[Gd+3:18].[Cl-].[Cl-], predict the reaction product. The product is: [CH3:6]/[C:5](/[O-:7])=[CH:4]/[C:1]([CH3:2])=[O:3].[CH3:10]/[C:11](/[O-:16])=[CH:12]/[C:13]([CH3:15])=[O:14].[CH3:6]/[C:5](/[O-:7])=[CH:4]/[C:1]([CH3:2])=[O:3].[Gd+3:18]. (3) Given the reactants Cl.[CH2:2]([O:9][C:10]1[CH:18]=[CH:17][C:13]([C:14]([NH2:16])=[NH:15])=[C:12]([F:19])[CH:11]=1)[C:3]1[CH:8]=[CH:7][CH:6]=[CH:5][CH:4]=1.C(=O)([O-])O.[K+].O.Cl[CH2:27][C:28]([C:30]1[N:31]([CH:35]([CH3:37])[CH3:36])[N:32]=[CH:33][N:34]=1)=O, predict the reaction product. The product is: [CH2:2]([O:9][C:10]1[CH:18]=[CH:17][C:13]([C:14]2[NH:16][CH:27]=[C:28]([C:30]3[N:31]([CH:35]([CH3:37])[CH3:36])[N:32]=[CH:33][N:34]=3)[N:15]=2)=[C:12]([F:19])[CH:11]=1)[C:3]1[CH:4]=[CH:5][CH:6]=[CH:7][CH:8]=1.